Task: Predict which catalyst facilitates the given reaction.. Dataset: Catalyst prediction with 721,799 reactions and 888 catalyst types from USPTO (1) Reactant: S(=O)(=O)(O)O.[CH2:6]=[O:7].[C:8]1([S:18]([OH:21])(=[O:20])=[O:19])[C:17]2[C:12](=[CH:13][CH:14]=[CH:15][CH:16]=2)[CH:11]=[CH:10][CH:9]=1. Product: [C:8]1([S:18]([OH:21])(=[O:19])=[O:20])[C:17]2[C:12](=[CH:13][CH:14]=[CH:15][CH:16]=2)[CH:11]=[CH:10][CH:9]=1.[CH2:6]=[O:7]. The catalyst class is: 6. (2) Reactant: [CH:1]1([CH2:7][NH:8][C:9]2[O:10][C:11]3[CH:17]=[C:16]([O:18][C:19]4[CH:24]=[CH:23][N:22]=[C:21]([C:25]([OH:27])=O)[CH:20]=4)[CH:15]=[CH:14][C:12]=3[N:13]=2)[CH2:6][CH2:5][CH2:4][CH2:3][CH2:2]1.F[P-](F)(F)(F)(F)F.[N:35]1(O[P+](N(C)C)(N(C)C)N(C)C)C2C=CC=CC=2N=[N:36]1.C(OC(C)(C)C)(=O)NN. Product: [CH:1]1([CH2:7][NH:8][C:9]2[O:10][C:11]3[CH:17]=[C:16]([O:18][C:19]4[CH:24]=[CH:23][N:22]=[C:21]([C:25]([NH:35][NH2:36])=[O:27])[CH:20]=4)[CH:15]=[CH:14][C:12]=3[N:13]=2)[CH2:6][CH2:5][CH2:4][CH2:3][CH2:2]1. The catalyst class is: 66. (3) Reactant: [NH2:1][C:2]1[N:11]=[C:10]([NH:12][C:13]([CH3:16])([CH3:15])[CH3:14])[C:9]2[C:8](=[O:17])[N:7]([CH2:18][CH2:19][OH:20])[CH:6]=[N:5][C:4]=2[CH:3]=1.C1C=CC(P(C2C(C3C(P(C4C=CC=CC=4)C4C=CC=CC=4)=CC=C4C=3C=CC=C4)=C3C(C=CC=C3)=CC=2)C2C=CC=CC=2)=CC=1.CC([O-])(C)C.[Na+].Br[C:74]1[CH:79]=[C:78]([CH:80]([OH:82])[CH3:81])[C:77]([F:83])=[CH:76][N:75]=1. Product: [C:13]([NH:12][C:10]1[C:9]2[C:8](=[O:17])[N:7]([CH2:18][CH2:19][OH:20])[CH:6]=[N:5][C:4]=2[CH:3]=[C:2]([NH:1][C:74]2[CH:79]=[C:78]([CH:80]([OH:82])[CH3:81])[C:77]([F:83])=[CH:76][N:75]=2)[N:11]=1)([CH3:14])([CH3:15])[CH3:16]. The catalyst class is: 443. (4) Reactant: [F:1][C:2]1[CH:3]=[C:4]([CH:8]([O:15][C:16]2[CH:17]=[C:18]3[C:22](=[CH:23][CH:24]=2)[N:21]([C:25]2[CH:30]=[CH:29][C:28]([F:31])=[CH:27][CH:26]=2)[N:20]=[CH:19]3)[C@H:9]([CH2:11][CH:12]([CH3:14])[CH3:13])[NH2:10])[CH:5]=[CH:6][CH:7]=1.C(N(CC)CC)C.[CH3:39][O:40][CH2:41][C:42](Cl)=[O:43]. Product: [F:1][C:2]1[CH:3]=[C:4]([C@H:8]([O:15][C:16]2[CH:17]=[C:18]3[C:22](=[CH:23][CH:24]=2)[N:21]([C:25]2[CH:26]=[CH:27][C:28]([F:31])=[CH:29][CH:30]=2)[N:20]=[CH:19]3)[C@@H:9]([NH:10][C:42](=[O:43])[CH2:41][O:40][CH3:39])[CH2:11][CH:12]([CH3:14])[CH3:13])[CH:5]=[CH:6][CH:7]=1. The catalyst class is: 4. (5) Reactant: C1(C(C2C=CC=CC=2)[N:8]2[CH2:11][CH:10]([N:12]3[CH2:17][CH2:16][S:15][CH2:14][CH2:13]3)[CH2:9]2)C=CC=CC=1.[Cl:24]C(OC(Cl)C)=O.CO. Product: [ClH:24].[ClH:24].[NH:8]1[CH2:11][CH:10]([N:12]2[CH2:17][CH2:16][S:15][CH2:14][CH2:13]2)[CH2:9]1. The catalyst class is: 2.